From a dataset of Forward reaction prediction with 1.9M reactions from USPTO patents (1976-2016). Predict the product of the given reaction. (1) Given the reactants C([O:5][C:6]([C:8]1[CH:9]=[CH:10][C:11]2[C:12]3[CH:13]=[CH:14][CH:15]=[C:16]4[C:27]=3[C:20]([C:21]3[C:26]=2[C:25]=1[CH:24]=[CH:23][CH:22]=3)=[CH:19][CH:18]=[C:17]4[C:28]([O:30]CC(C)C)=[O:29])=[O:7])C(C)C.[OH-].[K+:36], predict the reaction product. The product is: [CH:19]1[C:20]2=[C:27]3[C:12]([C:11]4[C:26]5[C:25](=[CH:24][CH:23]=[CH:22][C:21]2=5)[C:8]([C:6]([O-:7])=[O:5])=[CH:9][CH:10]=4)=[CH:13][CH:14]=[CH:15][C:16]3=[C:17]([C:28]([O-:30])=[O:29])[CH:18]=1.[K+:36].[K+:36]. (2) Given the reactants C[O:2][C:3](=O)[CH2:4][C:5]1[S:9][C:8]([CH3:10])=[N:7][C:6]=1[C:11](OCC)=[O:12].C1COCC1.[AlH4-].[Li+], predict the reaction product. The product is: [OH:12][CH2:11][C:6]1[N:7]=[C:8]([CH3:10])[S:9][C:5]=1[CH2:4][CH2:3][OH:2]. (3) Given the reactants [CH2:1]([C:4]1[CH:14]=[CH:13][CH:12]=[CH:11][C:5]=1[O:6][CH2:7][C:8]([OH:10])=O)[CH2:2][CH3:3].[CH:15]([NH:18][NH:19][C:20](=[O:27])[C:21]1[CH:26]=[CH:25][CH:24]=[CH:23][CH:22]=1)([CH3:17])[CH3:16].C(N(CC)CC)C.C1C=CC2N(O)N=NC=2C=1.CCN=C=NCCCN(C)C, predict the reaction product. The product is: [CH2:1]([C:4]1[CH:14]=[CH:13][CH:12]=[CH:11][C:5]=1[O:6][CH2:7][C:8]([N:18]([CH:15]([CH3:17])[CH3:16])[NH:19][C:20](=[O:27])[C:21]1[CH:26]=[CH:25][CH:24]=[CH:23][CH:22]=1)=[O:10])[CH2:2][CH3:3]. (4) Given the reactants [Br:1]Br.[Cl:3][C:4]1[CH:5]=[CH:6][C:7]([OH:10])=[N:8][CH:9]=1.C(OCC)(=O)C.O, predict the reaction product. The product is: [Br:1][C:6]1[C:7]([OH:10])=[N:8][CH:9]=[C:4]([Cl:3])[CH:5]=1. (5) Given the reactants [OH-].[Na+].[CH3:3][C:4]1[N:9]([C:10]2[CH:15]=[CH:14][CH:13]=[C:12]([C:16]([F:19])([F:18])[F:17])[CH:11]=2)[C:8](=[O:20])[C:7]([C:21]([O:23]CC)=[O:22])=[CH:6][C:5]=1[C:26]1[CH:31]=[CH:30][CH:29]=[CH:28][CH:27]=1, predict the reaction product. The product is: [CH3:3][C:4]1[N:9]([C:10]2[CH:15]=[CH:14][CH:13]=[C:12]([C:16]([F:17])([F:18])[F:19])[CH:11]=2)[C:8](=[O:20])[C:7]([C:21]([OH:23])=[O:22])=[CH:6][C:5]=1[C:26]1[CH:31]=[CH:30][CH:29]=[CH:28][CH:27]=1.